From a dataset of Forward reaction prediction with 1.9M reactions from USPTO patents (1976-2016). Predict the product of the given reaction. Given the reactants [NH2:1][C:2]1[CH:7]=[CH:6][CH:5]=[CH:4][C:3]=1[N:8]1[CH:12]=[CH:11][C:10]([C:13]([N:15]2[CH2:20][CH2:19][N:18]([C:21]([O:23][C:24]([CH3:27])([CH3:26])[CH3:25])=[O:22])[CH2:17][CH:16]2[CH2:28][C:29]2[CH:34]=[CH:33][CH:32]=[CH:31][CH:30]=2)=[O:14])=[C:9]1[C:35]1[CH:40]=[CH:39][CH:38]=[CH:37][CH:36]=1.C(N(CC)CC)C.ClCCl.[C:51](Cl)(=[O:56])[CH2:52][CH2:53][CH2:54][CH3:55], predict the reaction product. The product is: [CH2:28]([CH:16]1[N:15]([C:13]([C:10]2[CH:11]=[CH:12][N:8]([C:3]3[CH:4]=[CH:5][CH:6]=[CH:7][C:2]=3[NH:1][C:51](=[O:56])[CH2:52][CH2:53][CH2:54][CH3:55])[C:9]=2[C:35]2[CH:40]=[CH:39][CH:38]=[CH:37][CH:36]=2)=[O:14])[CH2:20][CH2:19][N:18]([C:21]([O:23][C:24]([CH3:26])([CH3:27])[CH3:25])=[O:22])[CH2:17]1)[C:29]1[CH:30]=[CH:31][CH:32]=[CH:33][CH:34]=1.